This data is from Forward reaction prediction with 1.9M reactions from USPTO patents (1976-2016). The task is: Predict the product of the given reaction. (1) The product is: [Cl:27][C:22]1[CH:23]=[CH:24][CH:25]=[CH:26][C:21]=1[O:20][C:18]1[CH2:19][N:15]([CH:4]([CH2:5][CH:6]([C:11]([F:13])([F:14])[F:12])[C:7]([F:9])([F:8])[F:10])[C:3]([OH:29])=[O:2])[C:16](=[O:28])[CH:17]=1. Given the reactants C[O:2][C:3](=[O:29])[CH:4]([N:15]1[CH2:19][C:18]([O:20][C:21]2[CH:26]=[CH:25][CH:24]=[CH:23][C:22]=2[Cl:27])=[CH:17][C:16]1=[O:28])[CH2:5][CH:6]([C:11]([F:14])([F:13])[F:12])[C:7]([F:10])([F:9])[F:8].O1CCCC1.O.[OH-].[Li+], predict the reaction product. (2) Given the reactants [CH2:1]([O:8][C:9]([N:11]1[CH2:15][CH:14]=[CH:13][C@H:12]1[C:16]([O:18][CH2:19][C:20]1[CH:25]=[CH:24][CH:23]=[CH:22][CH:21]=1)=[O:17])=[O:10])[C:2]1[CH:7]=[CH:6][CH:5]=[CH:4][CH:3]=1.C1C=C(Cl)C=C(C(OO)=[O:34])C=1.S(C1C(C)=CC(O)=C(C(C)(C)C)C=1)C1C(C)=CC(O)=C(C(C)(C)C)C=1, predict the reaction product. The product is: [CH2:19]([O:18][C:16]([C@H:12]1[N:11]([C:9]([O:8][CH2:1][C:2]2[CH:3]=[CH:4][CH:5]=[CH:6][CH:7]=2)=[O:10])[CH2:15][C@H:14]2[C@H:13]1[O:34]2)=[O:17])[C:20]1[CH:25]=[CH:24][CH:23]=[CH:22][CH:21]=1. (3) The product is: [NH2:36][C:27]1[CH:28]=[C:29]([C:2]2[CH:3]=[C:4]([NH:8][S:9]([CH3:12])(=[O:11])=[O:10])[CH:5]=[N:6][CH:7]=2)[CH:30]=[C:31]2[C:26]=1[CH:25]=[N:24][N:23]2[S:20]([C:14]1[CH:15]=[CH:16][CH:17]=[CH:18][CH:19]=1)(=[O:22])=[O:21]. Given the reactants Br[C:2]1[CH:3]=[C:4]([NH:8][S:9]([CH3:12])(=[O:11])=[O:10])[CH:5]=[N:6][CH:7]=1.O.[C:14]1([S:20]([N:23]2[C:31]3[CH:30]=[C:29]([Sn](C)(C)C)[CH:28]=[C:27]([NH2:36])[C:26]=3[CH:25]=[N:24]2)(=[O:22])=[O:21])[CH:19]=[CH:18][CH:17]=[CH:16][CH:15]=1, predict the reaction product. (4) Given the reactants [C:1]([O:5][C:6]([N:8]1[CH2:13][CH2:12][CH:11]([C:14]([OH:16])=O)[CH2:10][CH2:9]1)=[O:7])([CH3:4])([CH3:3])[CH3:2].C1C=CC2N(O)N=NC=2C=1.CCN=C=NCCCN(C)C.[CH2:38]([NH2:45])[C:39]1[CH:44]=[CH:43][CH:42]=[CH:41][CH:40]=1.C(N(CC)CC)C, predict the reaction product. The product is: [CH2:38]([NH:45][C:14]([CH:11]1[CH2:10][CH2:9][N:8]([C:6]([O:5][C:1]([CH3:2])([CH3:3])[CH3:4])=[O:7])[CH2:13][CH2:12]1)=[O:16])[C:39]1[CH:44]=[CH:43][CH:42]=[CH:41][CH:40]=1. (5) Given the reactants [Cl:1][C:2]1[CH:10]=[C:6]([C:7]([OH:9])=O)[C:5]([OH:11])=[CH:4][CH:3]=1.[NH2:12][C:13]1[N:18]=[C:17]([O:19][CH3:20])[CH:16]=[C:15]([Cl:21])[N:14]=1, predict the reaction product. The product is: [Cl:1][C:2]1[CH:3]=[CH:4][C:5]([OH:11])=[C:6]([CH:10]=1)[C:7]([NH:12][C:13]1[N:18]=[C:17]([O:19][CH3:20])[CH:16]=[C:15]([Cl:21])[N:14]=1)=[O:9]. (6) Given the reactants [Br:1][C:2]1[CH:3]=[CH:4][C:5]([O:12][C:13]([F:16])([F:15])[F:14])=[C:6]([S:8](Cl)(=[O:10])=[O:9])[CH:7]=1.[N:17]1[C:26]2[C:21](=[CH:22][CH:23]=[CH:24][CH:25]=2)[CH:20]=[C:19]([NH2:27])[CH:18]=1, predict the reaction product. The product is: [Br:1][C:2]1[CH:3]=[CH:4][C:5]([O:12][C:13]([F:16])([F:15])[F:14])=[C:6]([S:8]([NH:27][C:19]2[CH:18]=[N:17][C:26]3[C:21]([CH:20]=2)=[CH:22][CH:23]=[CH:24][CH:25]=3)(=[O:10])=[O:9])[CH:7]=1. (7) Given the reactants [NH2:1][C:2]1[C:10]([Br:11])=[CH:9][C:8]([C:12]([F:15])([F:14])[F:13])=[CH:7][C:3]=1[C:4]([OH:6])=O.[Cl:16][C:17]1[CH:18]=[CH:19][C:20]([S:25][CH2:26][CH3:27])=[C:21]([CH:24]=1)[CH2:22][NH2:23].Cl.ClC1C=CC(S(CC)(=O)=O)=C(C=1)CN, predict the reaction product. The product is: [NH2:1][C:2]1[C:10]([Br:11])=[CH:9][C:8]([C:12]([F:15])([F:14])[F:13])=[CH:7][C:3]=1[C:4]([NH:23][CH2:22][C:21]1[CH:24]=[C:17]([Cl:16])[CH:18]=[CH:19][C:20]=1[S:25][CH2:26][CH3:27])=[O:6].